From a dataset of Forward reaction prediction with 1.9M reactions from USPTO patents (1976-2016). Predict the product of the given reaction. (1) Given the reactants [CH:1]([C:3]([CH3:5])=[O:4])=[CH2:2].[CH3:6][S:7]([C:10]1[CH:11]=[CH:12][C:13]([O:18][CH2:19][C:20]2[CH:25]=[CH:24][C:23]([O:26][CH3:27])=[CH:22][CH:21]=2)=[C:14]([CH:17]=1)[CH:15]=[O:16])(=[O:9])=[O:8].C(N(CC)CC)C, predict the reaction product. The product is: [CH3:6][S:7]([C:10]1[CH:11]=[CH:12][C:13]([O:18][CH2:19][C:20]2[CH:21]=[CH:22][C:23]([O:26][CH3:27])=[CH:24][CH:25]=2)=[C:14]([C:15](=[O:16])[CH2:2][CH2:1][C:3](=[O:4])[CH3:5])[CH:17]=1)(=[O:8])=[O:9]. (2) Given the reactants Cl[C:2]1[C:7]([CH:8]=[O:9])=[C:6]([NH:10][C:11]2[CH:16]=[CH:15][CH:14]=[CH:13][CH:12]=2)[N:5]=[C:4]([S:17][CH3:18])[N:3]=1.C([O-])([O-])=O.[K+].[K+].[C:25]1(B(O)O)[CH:30]=[CH:29][CH:28]=[CH:27][CH:26]=1, predict the reaction product. The product is: [CH3:18][S:17][C:4]1[N:3]=[C:2]([C:25]2[CH:30]=[CH:29][CH:28]=[CH:27][CH:26]=2)[C:7]([CH:8]=[O:9])=[C:6]([NH:10][C:11]2[CH:16]=[CH:15][CH:14]=[CH:13][CH:12]=2)[N:5]=1.